Dataset: Experimentally validated miRNA-target interactions with 360,000+ pairs, plus equal number of negative samples. Task: Binary Classification. Given a miRNA mature sequence and a target amino acid sequence, predict their likelihood of interaction. (1) The miRNA is hsa-miR-4446-3p with sequence CAGGGCUGGCAGUGACAUGGGU. The protein sequence of the target gene is MPFHPVTAALMYRGIYTVPNLLSEQRPVDIPEDELEEIREAFKVFDRDGNGFISKQELGTAMRSLGYMPNEVELEVIIQRLDMDGDGQVDFEEFVTLLGPKLSTSGIPEKFHGTDFDTVFWKCDMQKLTVDELKRLLYDTFCEHLSMKDIENIIMTEEESHLGTAEECPVDVETCSNQQIRQTCVRKSLICAFAIAFIISVMLIAANQVLRSGMK. Result: 1 (interaction). (2) The miRNA is hsa-miR-335-5p with sequence UCAAGAGCAAUAACGAAAAAUGU. The protein sequence of the target gene is MGLPQPGLWLKRLWVLLEVAVHVVVGKVLLILFPDRVKRNILAMGEKTGMTRNPHFSHDNWIPTFFSTQYFWFVLKVRWQRLEDTTELGGLAPNCPVVRLSGQRCNIWEFMQGNRPLVLNFGSCTUPSFMFKFDQFKRLIEDFSSIADFLVIYIEEAHASDGWAFKNNMDIRNHQNLQDRLQAAHLLLARSPQCPVVVDTMQNQSSQLYAALPERLYIIQEGRILYKGKSGPWNYNPEEVRAVLEKLHS. Result: 1 (interaction). (3) The miRNA is hsa-miR-6871-3p with sequence CAGCACCCUGUGGCUCCCACAG. The protein sequence of the target gene is MADSGLLLKRGSCRSTWLRVRKARPQLILSRRPRRRLGSLRWCGRRRLRWRLLQAQASGVDWREGARQVSRAAAARRPNTATPSPIPSPTPASEPESEPELESASSCHRPLLIPPVRPVGPGRALLLLPVEQGFTFSGICRVTCLYGQVQVFGFTISQGQPAQDIFSVYTHSCLSIHALHYSQPEKSKKELKREARNLLKSHLNLDDRRWSMQNFSPQCSIVLLEHLKTATVNFITSYPGSSYIFVQESPTPQIKPEYLALRSVGIRREKKRKGLQLTESTLSALEELVNVSCEEVDGCP.... Result: 0 (no interaction). (4) The miRNA is hsa-miR-127-3p with sequence UCGGAUCCGUCUGAGCUUGGCU. The protein sequence of the target gene is MKTKPVSHKTENTYRFLTFAERLGNVNIDIIHRIDRTASYEEEVETYFFEGLLKWRELNLTEHFGKFYKEVIDKCQSFNQLVYHQNEIVQSLKTHLQVKNSFAYQPLLDLVVQLARDLQMDFYPHFPEFFLTITSILETQDTELLEWAFTSLSYLYKYLWRLMVKDMSSIYSMYSTLLAHKKLHIRNFAAESFTFLMRKVSDKNALFNLMFLDLDKHPEKVEGVGQLLFEMCKGVRNMFHSCTGQAVKLILRKLGPVTETETQLPWMLIGETLKNMVKSTVSYISKEHFGTFFECLQESL.... Result: 0 (no interaction). (5) The miRNA is hsa-miR-124-3p with sequence UAAGGCACGCGGUGAAUGCCAA. The protein sequence of the target gene is MELILSTSPAELTLDPACQPKLPLDSTCQPEMTFNPGPTELTLDPEHQPEETPAPSLAELTLEPVHRRPELLDACADLINDQWPRSRTSRLHSLGQSSDAFPLCLMLLSPHPTLEAAPVVVGHARLSRVLNQPQSLLVETVVVARALRGRGFGRRLMEGLEVFARARGFRKLHLTTHDQVHFYTHLGYQLGEPVQGLVFTSRRLPATLLNAFPTAPSPRPPRKAPNLTAQAAPRGPKGPPLPPPPPLPECLTISPPVPSGPPSKSLLETQYQNVRGRPIFWMEKDI. Result: 1 (interaction).